Dataset: Peptide-MHC class II binding affinity with 134,281 pairs from IEDB. Task: Regression. Given a peptide amino acid sequence and an MHC pseudo amino acid sequence, predict their binding affinity value. This is MHC class II binding data. (1) The peptide sequence is ALTEALRVIAGAFEV. The MHC is HLA-DPA10201-DPB10101 with pseudo-sequence HLA-DPA10201-DPB10101. The binding affinity (normalized) is 0.374. (2) The MHC is DRB1_0401 with pseudo-sequence DRB1_0401. The peptide sequence is YDKFLANVSTVMTGK. The binding affinity (normalized) is 0.399. (3) The peptide sequence is GRGSGSSFEIKSTKPEASSG. The MHC is DRB1_0401 with pseudo-sequence DRB1_0401. The binding affinity (normalized) is 0.488. (4) The peptide sequence is IRPRKTHESHLVRSW. The MHC is HLA-DQA10201-DQB10301 with pseudo-sequence HLA-DQA10201-DQB10301. The binding affinity (normalized) is 0.